Dataset: Full USPTO retrosynthesis dataset with 1.9M reactions from patents (1976-2016). Task: Predict the reactants needed to synthesize the given product. Given the product [C:23]1([C:20]2[S:21][CH:22]=[C:18]([CH2:17][O:14][C:12]3[CH:11]=[CH:10][C:9]4[CH:5]([CH2:4][C:3]([O:2][CH3:1])=[O:15])[CH2:6][O:7][C:8]=4[CH:13]=3)[N:19]=2)[CH:24]=[CH:25][CH:26]=[CH:27][CH:28]=1, predict the reactants needed to synthesize it. The reactants are: [CH3:1][O:2][C:3](=[O:15])[CH2:4][CH:5]1[C:9]2[CH:10]=[CH:11][C:12]([OH:14])=[CH:13][C:8]=2[O:7][CH2:6]1.Cl[CH2:17][C:18]1[N:19]=[C:20]([C:23]2[CH:28]=[CH:27][CH:26]=[CH:25][CH:24]=2)[S:21][CH:22]=1.C(=O)([O-])[O-].[K+].[K+].Cl.